Dataset: Full USPTO retrosynthesis dataset with 1.9M reactions from patents (1976-2016). Task: Predict the reactants needed to synthesize the given product. (1) Given the product [CH:1]1([CH2:7][CH2:8][CH2:9][C@@H:10]([C:19]2[O:23][N:22]=[C:21]([C:24]([N:26]3[CH2:30][CH2:29][CH2:28][CH2:27]3)=[O:25])[N:20]=2)[CH2:11][C:12]([OH:14])=[O:13])[CH2:2][CH2:3][CH2:4][CH2:5][CH2:6]1, predict the reactants needed to synthesize it. The reactants are: [CH:1]1([CH2:7][CH2:8][CH2:9][C@@H:10]([C:19]2[O:23][N:22]=[C:21]([C:24]([N:26]3[CH2:30][CH2:29][CH2:28][CH2:27]3)=[O:25])[N:20]=2)[CH2:11][C:12]([O:14]C(C)(C)C)=[O:13])[CH2:6][CH2:5][CH2:4][CH2:3][CH2:2]1.FC(F)(F)C(O)=O. (2) Given the product [CH:14]1([CH:17]([C:19]2[S:20][CH:21]=[CH:22][N:23]=2)[NH:18][C:11]([C:8]2[CH:9]=[C:10]3[C:5](=[CH:6][CH:7]=2)[NH:4][N:3]=[C:2]3[I:1])=[O:13])[CH2:16][CH2:15]1, predict the reactants needed to synthesize it. The reactants are: [I:1][C:2]1[C:10]2[C:5](=[CH:6][CH:7]=[C:8]([C:11]([OH:13])=O)[CH:9]=2)[NH:4][N:3]=1.[CH:14]1([CH:17]([C:19]2[S:20][CH:21]=[CH:22][N:23]=2)[NH2:18])[CH2:16][CH2:15]1.CN(C(ON1N=NC2C=CC=CC1=2)=[N+](C)C)C.[B-](F)(F)(F)F.CCN(C(C)C)C(C)C. (3) Given the product [C:13]([O:17][C:18]([N:20]1[CH2:25][CH2:24][N:23]([C:5]2[CH:4]=[C:3]([Cl:12])[C:2]([Cl:1])=[CH:7][C:6]=2[N+:8]([O-:10])=[O:9])[CH:22]([CH2:26][C:27]([OH:29])=[O:28])[CH2:21]1)=[O:19])([CH3:16])([CH3:14])[CH3:15], predict the reactants needed to synthesize it. The reactants are: [Cl:1][C:2]1[CH:7]=[C:6]([N+:8]([O-:10])=[O:9])[C:5](F)=[CH:4][C:3]=1[Cl:12].[C:13]([O:17][C:18]([N:20]1[CH2:25][CH2:24][NH:23][CH:22]([CH2:26][C:27]([OH:29])=[O:28])[CH2:21]1)=[O:19])([CH3:16])([CH3:15])[CH3:14].C(N(CC)CC)C. (4) Given the product [CH2:35]([O:37][C:38](=[O:43])[CH2:39][CH2:40][NH:1][C:2]1[CH:33]=[CH:32][C:31]([Cl:34])=[CH:30][C:3]=1[C:4](=[O:5])[N:6]([CH2:19][C:20]1[CH:25]=[CH:24][C:23]([C:26]([CH3:29])([CH3:28])[CH3:27])=[CH:22][CH:21]=1)[CH2:7][CH2:8][C:9]1[CH:14]=[CH:13][CH:12]=[C:11]([C:15]([F:16])([F:17])[F:18])[CH:10]=1)[CH3:36].[C:26]([C:23]1[CH:24]=[CH:25][C:20]([CH2:19][N:6]([CH2:7][CH2:8][C:9]2[CH:14]=[CH:13][CH:12]=[C:11]([C:15]([F:16])([F:17])[F:18])[CH:10]=2)[C:4](=[O:5])[C:3]2[CH:30]=[C:31]([Cl:34])[CH:32]=[CH:33][C:2]=2[NH:1][CH2:40][CH2:39][CH2:38][OH:37])=[CH:21][CH:22]=1)([CH3:29])([CH3:28])[CH3:27], predict the reactants needed to synthesize it. The reactants are: [NH2:1][C:2]1[CH:33]=[CH:32][C:31]([Cl:34])=[CH:30][C:3]=1[C:4]([N:6]([CH2:19][C:20]1[CH:25]=[CH:24][C:23]([C:26]([CH3:29])([CH3:28])[CH3:27])=[CH:22][CH:21]=1)[CH2:7][CH2:8][C:9]1[CH:14]=[CH:13][CH:12]=[C:11]([C:15]([F:18])([F:17])[F:16])[CH:10]=1)=[O:5].[CH2:35]([O:37][C:38](=[O:43])[CH:39](C=O)[CH3:40])[CH3:36].[BH4-].[Na+].